Dataset: Reaction yield outcomes from USPTO patents with 853,638 reactions. Task: Predict the reaction yield, written as a fraction of the theoretical maximum amount of product (1.0 means a 100% yield; for example, 0.34 means a 34% yield). (1) The reactants are [Cl:1][C:2]1[CH:7]=[C:6]([O:8][C:9]2[CH:14]=[C:13]([F:15])[C:12]([N+:16]([O-])=O)=[CH:11][C:10]=2[F:19])[CH:5]=[CH:4][N:3]=1.C1COCC1.[Cl-].[NH4+]. The catalyst is CO.[Zn]. The product is [Cl:1][C:2]1[CH:7]=[C:6]([O:8][C:9]2[C:10]([F:19])=[CH:11][C:12]([NH2:16])=[C:13]([F:15])[CH:14]=2)[CH:5]=[CH:4][N:3]=1. The yield is 0.990. (2) The reactants are [F:1][C:2]1[CH:7]=[CH:6][CH:5]=[C:4]([F:8])[C:3]=1[C:9]1[O:10][C:11]([NH:17][C:18]2[CH:23]=[CH:22][CH:21]=[CH:20][CH:19]=2)=[C:12]([C:14](O)=[O:15])[N:13]=1.O.OC1C2N=N[NH:31]C=2C=CC=1.CN(C)CCCN=C=NCC.N.O1CCOCC1. The catalyst is C(Cl)Cl. The product is [F:8][C:4]1[CH:5]=[CH:6][CH:7]=[C:2]([F:1])[C:3]=1[C:9]1[O:10][C:11]([NH:17][C:18]2[CH:23]=[CH:22][CH:21]=[CH:20][CH:19]=2)=[C:12]([C:14]([NH2:31])=[O:15])[N:13]=1. The yield is 0.200. (3) The catalyst is CN(C)C=O.CO. The reactants are [N:1]1([CH2:6][CH2:7][CH2:8][CH2:9][C:10]2[CH:15]=[CH:14][C:13]([OH:16])=[CH:12][CH:11]=2)[CH:5]=[CH:4][N:3]=[N:2]1.Cl[CH2:18][C:19]1[N:20]=[C:21](/[CH:24]=[CH:25]/[C:26]2[CH:31]=[CH:30][C:29]([C:32]([F:35])([F:34])[F:33])=[CH:28][CH:27]=2)[O:22][CH:23]=1.C(=O)([O-])[O-].[K+].[K+].O. The product is [F:35][C:32]([F:33])([F:34])[C:29]1[CH:30]=[CH:31][C:26](/[CH:25]=[CH:24]/[C:21]2[O:22][CH:23]=[C:19]([CH2:18][O:16][C:13]3[CH:12]=[CH:11][C:10]([CH2:9][CH2:8][CH2:7][CH2:6][N:1]4[CH:5]=[CH:4][N:3]=[N:2]4)=[CH:15][CH:14]=3)[N:20]=2)=[CH:27][CH:28]=1. The yield is 0.930. (4) The reactants are [Cl:1][C:2]1[C:7]([CH:8]=[O:9])=[CH:6][CH:5]=[C:4]([NH:10][CH2:11][C:12]2[CH:13]=[N:14][C:15]([C:18]([F:21])([F:20])[F:19])=[CH:16][CH:17]=2)[N:3]=1.C(N(CC)C(C)C)(C)C.[C:31]([O:35][C:36](O[C:36]([O:35][C:31]([CH3:34])([CH3:33])[CH3:32])=[O:37])=[O:37])([CH3:34])([CH3:33])[CH3:32]. The catalyst is O1CCCC1.CN(C)C1C=CN=CC=1. The product is [C:31]([O:35][C:36](=[O:37])[N:10]([C:4]1[CH:5]=[CH:6][C:7]([CH:8]=[O:9])=[C:2]([Cl:1])[N:3]=1)[CH2:11][C:12]1[CH:13]=[N:14][C:15]([C:18]([F:21])([F:19])[F:20])=[CH:16][CH:17]=1)([CH3:34])([CH3:33])[CH3:32]. The yield is 0.836. (5) The reactants are [Cl:1][C:2]1[CH:7]=[CH:6][C:5]([C:8]2[C:12]3[CH2:13][N:14]([S:17]([CH3:20])(=[O:19])=[O:18])[CH2:15][CH2:16][C:11]=3[N:10]([CH2:21][CH2:22][CH2:23][N:24]3[CH2:29][CH2:28][O:27][CH2:26][CH2:25]3)[N:9]=2)=[CH:4][C:3]=1[C:30]#[C:31][C:32]1[CH:41]=[C:40]2[C:35]([CH2:36][C@@H:37]([C:49]([OH:51])=O)[N:38](C(OC(C)(C)C)=O)[CH2:39]2)=[CH:34][CH:33]=1.C1C=CC2N(O)N=[N:58][C:56]=2C=1.C(Cl)CCl.CN.CCN(C(C)C)C(C)C.C(O)(C(F)(F)F)=O. The catalyst is C(Cl)Cl. The product is [Cl:1][C:2]1[CH:7]=[CH:6][C:5]([C:8]2[C:12]3[CH2:13][N:14]([S:17]([CH3:20])(=[O:19])=[O:18])[CH2:15][CH2:16][C:11]=3[N:10]([CH2:21][CH2:22][CH2:23][N:24]3[CH2:29][CH2:28][O:27][CH2:26][CH2:25]3)[N:9]=2)=[CH:4][C:3]=1[C:30]#[C:31][C:32]1[CH:41]=[C:40]2[C:35]([CH2:36][C@@H:37]([C:49]([NH:58][CH3:56])=[O:51])[NH:38][CH2:39]2)=[CH:34][CH:33]=1. The yield is 0.560. (6) The reactants are [N+:1]([C:4]1[CH:8]=[CH:7][N:6]([C:9]2[CH:14]=[CH:13][CH:12]=[C:11]([C:15]([F:18])([F:17])[F:16])[CH:10]=2)[N:5]=1)([O-])=O. The catalyst is CO.[Pd]. The product is [F:18][C:15]([F:16])([F:17])[C:11]1[CH:10]=[C:9]([N:6]2[CH:7]=[CH:8][C:4]([NH2:1])=[N:5]2)[CH:14]=[CH:13][CH:12]=1. The yield is 0.970.